Dataset: Forward reaction prediction with 1.9M reactions from USPTO patents (1976-2016). Task: Predict the product of the given reaction. (1) Given the reactants [CH:1]1([N:4]2[C:8]([C:9]3[CH:14]=[CH:13][CH:12]=[C:11]([Cl:15])[C:10]=3[Cl:16])=[N:7][N:6]=[C:5]2[C@@H:17]2[C@@H:22]([C:23]3[CH:28]=[CH:27][C:26]([F:29])=[C:25]([F:30])[CH:24]=3)[CH2:21][CH2:20][N:19](C(OC(C)(C)C)=O)[CH2:18]2)[CH2:3][CH2:2]1.[ClH:38].O1CCOCC1, predict the reaction product. The product is: [Cl-:15].[Cl-:38].[CH:1]1([N:4]2[C:8]([C:9]3[CH:14]=[CH:13][CH:12]=[C:11]([Cl:15])[C:10]=3[Cl:16])=[NH+:7][N:6]=[C:5]2[C@@H:17]2[C@@H:22]([C:23]3[CH:28]=[CH:27][C:26]([F:29])=[C:25]([F:30])[CH:24]=3)[CH2:21][CH2:20][NH2+:19][CH2:18]2)[CH2:2][CH2:3]1. (2) Given the reactants [Cl:1][C:2]1[N:7]=[C:6](Cl)[C:5]([C:9]#[C:10][Si:11]([CH3:14])([CH3:13])[CH3:12])=[CH:4][N:3]=1.[CH:15]1([C:18]2[NH:22][N:21]=[C:20]([NH2:23])[CH:19]=2)[CH2:17][CH2:16]1, predict the reaction product. The product is: [Cl:1][C:2]1[N:7]=[C:6]([NH:23][C:20]2[CH:19]=[C:18]([CH:15]3[CH2:17][CH2:16]3)[NH:22][N:21]=2)[C:5]([C:9]#[C:10][Si:11]([CH3:14])([CH3:13])[CH3:12])=[CH:4][N:3]=1. (3) The product is: [CH3:1][O:7][CH2:8][C@H:9]1[N:19]2[C@@H:13]([S:14][CH2:15][CH2:16][C@H:17]([NH:21][C:22](=[O:28])[O:23][C:24]([CH3:25])([CH3:27])[CH3:26])[C:18]2=[O:20])[CH2:12][CH2:11][CH2:10]1. Given the reactants [CH3:1]C(C)([O-])C.[K+].[OH:7][CH2:8][C@H:9]1[N:19]2[C@@H:13]([S:14][CH2:15][CH2:16][C@H:17]([NH:21][C:22](=[O:28])[O:23][C:24]([CH3:27])([CH3:26])[CH3:25])[C:18]2=[O:20])[CH2:12][CH2:11][CH2:10]1.IC, predict the reaction product.